Dataset: Peptide-MHC class II binding affinity with 134,281 pairs from IEDB. Task: Regression. Given a peptide amino acid sequence and an MHC pseudo amino acid sequence, predict their binding affinity value. This is MHC class II binding data. (1) The peptide sequence is KANERADLIAYLKQATKK. The MHC is H-2-IEk with pseudo-sequence H-2-IEk. The binding affinity (normalized) is 0.426. (2) The peptide sequence is KEDFLGSLVKEIPPRLLYAK. The MHC is DRB3_0202 with pseudo-sequence DRB3_0202. The binding affinity (normalized) is 0.516. (3) The peptide sequence is AASDFWGGAGSAACQ. The MHC is HLA-DQA10301-DQB10302 with pseudo-sequence HLA-DQA10301-DQB10302. The binding affinity (normalized) is 0.337. (4) The peptide sequence is EKKAFAATQFEPLAA. The MHC is HLA-DPA10201-DPB10501 with pseudo-sequence HLA-DPA10201-DPB10501. The binding affinity (normalized) is 0.559. (5) The peptide sequence is FKDTSMQKTIPLVAL. The MHC is DRB1_1101 with pseudo-sequence DRB1_1101. The binding affinity (normalized) is 0.703.